Dataset: Full USPTO retrosynthesis dataset with 1.9M reactions from patents (1976-2016). Task: Predict the reactants needed to synthesize the given product. (1) Given the product [CH2:1]([C:3]1[C:4]([O:14][CH2:15][CH2:16][CH2:17][C:18]2[C:19]([CH:33]([CH2:34][CH3:35])[CH2:36][CH3:37])=[N:20][N:21]([C:23]3[CH:28]=[CH:27][C:26]([C:29]([F:32])([F:31])[F:30])=[CH:25][N:24]=3)[CH:22]=2)=[C:5]([CH2:9][C:10]([OH:12])=[O:11])[CH:6]=[CH:7][CH:8]=1)[CH3:2], predict the reactants needed to synthesize it. The reactants are: [CH2:1]([C:3]1[C:4]([O:14][CH2:15][CH2:16][CH2:17][C:18]2[C:19]([CH:33]([CH2:36][CH3:37])[CH2:34][CH3:35])=[N:20][N:21]([C:23]3[CH:28]=[CH:27][C:26]([C:29]([F:32])([F:31])[F:30])=[CH:25][N:24]=3)[CH:22]=2)=[C:5]([CH2:9][C:10]([O:12]C)=[O:11])[CH:6]=[CH:7][CH:8]=1)[CH3:2].[OH-].[Na+].O1CCCC1.Cl. (2) Given the product [N:7]1[CH:8]=[CH:9][CH:10]=[C:5]([O:4][CH2:3][CH2:2][NH2:12])[CH:6]=1, predict the reactants needed to synthesize it. The reactants are: Cl[CH2:2][CH2:3][O:4][C:5]1[CH:6]=[N:7][CH:8]=[CH:9][CH:10]=1.[OH-].[NH4+:12]. (3) Given the product [F:1][C:2]1[C:7]([F:8])=[CH:6][C:5]([C:31]2([OH:32])[C:33]3[C:38](=[CH:37][CH:36]=[CH:35][CH:34]=3)[N:28]([CH:15]([C:16]3[CH:17]=[CH:18][CH:19]=[CH:20][CH:21]=3)[C:22]3[CH:27]=[CH:26][CH:25]=[CH:24][CH:23]=3)[C:29]2=[O:30])=[C:4]([OH:9])[CH:3]=1, predict the reactants needed to synthesize it. The reactants are: [F:1][C:2]1[CH:3]=[C:4]([OH:9])[CH:5]=[CH:6][C:7]=1[F:8].C([Mg]Cl)(C)C.[CH:15]([N:28]1[C:38]2[C:33](=[CH:34][CH:35]=[CH:36][CH:37]=2)[C:31](=[O:32])[C:29]1=[O:30])([C:22]1[CH:27]=[CH:26][CH:25]=[CH:24][CH:23]=1)[C:16]1[CH:21]=[CH:20][CH:19]=[CH:18][CH:17]=1. (4) Given the product [C:15]([NH:1][C:2]1[CH:3]=[CH:4][C:5]([C@H:8]([CH3:13])[C:9]([O:11][CH3:12])=[O:10])=[CH:6][CH:7]=1)(=[S:14])[NH2:16], predict the reactants needed to synthesize it. The reactants are: [NH2:1][C:2]1[CH:7]=[CH:6][C:5]([C@H:8]([CH3:13])[C:9]([O:11][CH3:12])=[O:10])=[CH:4][CH:3]=1.[S-:14][C:15]#[N:16].[Na+]. (5) Given the product [CH2:1]([O:8][C:9]1[CH:10]=[C:11]([CH:14]=[CH:15][CH:16]=1)[CH2:12][CH:18]([C:17]#[N:21])[C:19]#[N:20])[C:2]1[CH:7]=[CH:6][CH:5]=[CH:4][CH:3]=1, predict the reactants needed to synthesize it. The reactants are: [CH2:1]([O:8][C:9]1[CH:10]=[C:11]([CH:14]=[CH:15][CH:16]=1)[CH:12]=O)[C:2]1[CH:7]=[CH:6][CH:5]=[CH:4][CH:3]=1.[C:17](#[N:21])[CH2:18][C:19]#[N:20].C(O)C.[BH4-].[Na+].